Dataset: Reaction yield outcomes from USPTO patents with 853,638 reactions. Task: Predict the reaction yield, written as a fraction of the theoretical maximum amount of product (1.0 means a 100% yield; for example, 0.34 means a 34% yield). (1) The reactants are [CH:1]1[CH:6]=[CH:5][C:4]([C:7]2[C:12]([N:13]=[C:14]=[O:15])=[CH:11][CH:10]=[CH:9][CH:8]=2)=[CH:3][CH:2]=1.Cl.[N:17]12[CH2:24][CH2:23][CH:20]([CH2:21][CH2:22]1)[C@@H:19](O)[CH2:18]2.CN(C)C=[O:29]. The catalyst is C(OCC)(=O)C. The product is [N:17]12[CH2:18][CH:19]([CH2:21][CH2:22]1)[C@H:20]([O:15][C:14](=[O:29])[NH:13][C:12]1[CH:11]=[CH:10][CH:9]=[CH:8][C:7]=1[C:4]1[CH:3]=[CH:2][CH:1]=[CH:6][CH:5]=1)[CH2:23][CH2:24]2. The yield is 0.990. (2) The reactants are CO[C:3](=[O:24])[C:4]1[CH:9]=[CH:8][C:7]([O:10][CH2:11][C:12]2[C:13]([C:17]3[CH:22]=[CH:21][C:20]([Cl:23])=[CH:19][CH:18]=3)=[N:14][O:15][CH:16]=2)=[N:6][CH:5]=1.[NH2:25][CH:26]1[CH2:31][CH2:30][O:29][CH2:28][CH2:27]1. No catalyst specified. The product is [Cl:23][C:20]1[CH:19]=[CH:18][C:17]([C:13]2[C:12]([CH2:11][O:10][C:7]3[CH:8]=[CH:9][C:4]([C:3]([NH:25][CH:26]4[CH2:31][CH2:30][O:29][CH2:28][CH2:27]4)=[O:24])=[CH:5][N:6]=3)=[CH:16][O:15][N:14]=2)=[CH:22][CH:21]=1. The yield is 0.710. (3) The reactants are [CH2:1]([C:3]1[CH:18]=[CH:17][C:6]([O:7][C:8]2[C:9]([N+:14]([O-])=O)=[N:10][CH:11]=[CH:12][CH:13]=2)=[C:5]([O:19][CH3:20])[CH:4]=1)[CH3:2].C.O.NN. The catalyst is CO. The product is [CH2:1]([C:3]1[CH:18]=[CH:17][C:6]([O:7][C:8]2[C:9]([NH2:14])=[N:10][CH:11]=[CH:12][CH:13]=2)=[C:5]([O:19][CH3:20])[CH:4]=1)[CH3:2]. The yield is 1.00.